From a dataset of Full USPTO retrosynthesis dataset with 1.9M reactions from patents (1976-2016). Predict the reactants needed to synthesize the given product. (1) Given the product [CH2:20]([C:23]1[C:32]2[C:27](=[CH:28][C:29]([O:35][CH3:36])=[C:30]([O:33][CH3:34])[CH:31]=2)[CH:26]=[CH:25][N:24]=1)[CH2:21][CH2:22][CH2:12][CH2:11][CH2:10][CH2:9][CH2:8][CH2:7][CH2:6][CH2:5][CH2:4][CH2:3][CH2:2][CH3:1], predict the reactants needed to synthesize it. The reactants are: [C:1](Cl)(=O)[CH2:2][CH2:3][CH2:4][CH2:5][CH2:6][CH2:7][CH2:8][CH2:9][CH2:10][CH2:11][CH2:12]CCCC.[Cl-].[CH2:20]([C:23]1[C:32]2[C:27](=[CH:28][C:29]([O:35][CH3:36])=[C:30]([O:33][CH3:34])[CH:31]=2)[CH:26]=[CH:25][N+:24]=1CC1C(F)=CC=CC=1Cl)[CH2:21][CH3:22]. (2) Given the product [CH3:1][S:2]([OH:5])(=[O:4])=[O:3].[Cl:6][C:7]1[CH:8]=[CH:9][C:10]2[N:11]([CH:13]=[C:14]([CH2:16][O:17][C:18]3[CH:19]=[CH:20][C:21]([C:24]4[C:25](=[O:39])[C:26]([CH3:37])([CH3:38])[O:27][C:28]=4[C:29]4[CH:34]=[CH:33][C:32]([O:35][CH3:36])=[CH:31][CH:30]=4)=[CH:22][CH:23]=3)[N:15]=2)[CH:12]=1, predict the reactants needed to synthesize it. The reactants are: [CH3:1][S:2]([OH:5])(=[O:4])=[O:3].[Cl:6][C:7]1[CH:8]=[CH:9][C:10]2[N:11]([CH:13]=[C:14]([CH2:16][O:17][C:18]3[CH:23]=[CH:22][C:21]([C:24]4[C:25](=[O:39])[C:26]([CH3:38])([CH3:37])[O:27][C:28]=4[C:29]4[CH:34]=[CH:33][C:32]([O:35][CH3:36])=[CH:31][CH:30]=4)=[CH:20][CH:19]=3)[N:15]=2)[CH:12]=1. (3) Given the product [NH2:1][C:2]1[CH:3]=[C:4]([C:8]2[N:9]=[C:10]([CH3:33])[S:11][C:12]=2[C:13]2[CH:18]=[CH:17][N:16]=[C:15]([NH:19][C:20]3[CH:25]=[CH:24][C:23]([O:26][CH2:27][CH2:28][N:29]([CH3:30])[CH3:31])=[C:22]([Cl:32])[CH:21]=3)[N:14]=2)[CH:5]=[CH:6][CH:7]=1.[Cl:32][C:22]1[CH:21]=[C:20]([NH:19][C:15]2[N:14]=[C:13]([C:12]3[S:11][C:10]([CH3:33])=[N:9][C:8]=3[C:4]3[CH:3]=[C:2]([NH:1][C:42]([NH:41][C:38]4[CH:39]=[CH:40][C:35]([Cl:34])=[C:36]([C:44]([F:46])([F:45])[F:47])[CH:37]=4)=[O:43])[CH:7]=[CH:6][CH:5]=3)[CH:18]=[CH:17][N:16]=2)[CH:25]=[CH:24][C:23]=1[O:26][CH2:27][CH2:28][N:29]([CH3:30])[CH3:31], predict the reactants needed to synthesize it. The reactants are: [NH2:1][C:2]1[CH:3]=[C:4]([C:8]2[N:9]=[C:10]([CH3:33])[S:11][C:12]=2[C:13]2[CH:18]=[CH:17][N:16]=[C:15]([NH:19][C:20]3[CH:25]=[CH:24][C:23]([O:26][CH2:27][CH2:28][N:29]([CH3:31])[CH3:30])=[C:22]([Cl:32])[CH:21]=3)[N:14]=2)[CH:5]=[CH:6][CH:7]=1.[Cl:34][C:35]1[CH:40]=[CH:39][C:38]([N:41]=[C:42]=[O:43])=[CH:37][C:36]=1[C:44]([F:47])([F:46])[F:45]. (4) Given the product [Cl:1][C:2]1[C:3]([O:27][CH2:28][CH3:29])=[C:4](/[C:17](/[CH3:25])=[C:18](/[F:24])\[C:19]([O:21][CH2:22][CH3:23])=[O:20])[CH:5]=[C:6]2[C:11]=1[O:10][C:9]([CH3:12])([CH3:13])[CH:8]=[C:7]2[CH:14]([CH3:16])[CH3:15], predict the reactants needed to synthesize it. The reactants are: [Cl:1][C:2]1[C:3]([O:27][CH2:28][CH3:29])=[C:4](/[C:17](/[CH2:25]C)=[C:18](/[F:24])\[C:19]([O:21][CH2:22][CH3:23])=[O:20])[CH:5]=[C:6]2[C:11]=1[O:10][C:9]([CH3:13])([CH3:12])[CH:8]=[C:7]2[CH:14]([CH3:16])[CH3:15].CCOC(C(P(OCC)(OCC)=O)F)=O.ClC1C(OCC)=C(C(=O)CC)C=C2C=1OC(C)(C)C=C2C(C)C. (5) Given the product [Br:7][C:8]1[CH:15]=[CH:14][CH:13]=[C:10]([CH2:11][O:6][CH2:5][CH2:4][F:3])[CH:9]=1, predict the reactants needed to synthesize it. The reactants are: [H-].[Na+].[F:3][CH2:4][CH2:5][OH:6].[Br:7][C:8]1[CH:9]=[C:10]([CH:13]=[CH:14][CH:15]=1)[CH2:11]Br.[Cl-].[NH4+]. (6) Given the product [CH3:11][C:1]1[CH:6]=[CH:5][C:4]([S:7]([O:21][C@@H:13]2[CH2:12][O:16][C@@H:15]3[C@H:17]([OH:20])[CH2:18][O:19][C@H:14]23)(=[O:9])=[O:8])=[CH:3][CH:2]=1, predict the reactants needed to synthesize it. The reactants are: [C:1]1([CH3:11])[CH:6]=[CH:5][C:4]([S:7](Cl)(=[O:9])=[O:8])=[CH:3][CH:2]=1.[CH2:12]1[O:16][C@@H:15]2[C@H:17]([OH:20])[CH2:18][O:19][C@@H:14]2[C@@H:13]1[OH:21].O. (7) Given the product [Br:1][C:2]1[CH:7]=[CH:6][C:5]([O:8][CH3:10])=[C:4]([Cl:9])[CH:3]=1, predict the reactants needed to synthesize it. The reactants are: [Br:1][C:2]1[CH:7]=[CH:6][C:5]([OH:8])=[C:4]([Cl:9])[CH:3]=1.[CH3:10]N(C)C=O.C(=O)([O-])[O-].[Cs+].[Cs+].IC.